This data is from NCI-60 drug combinations with 297,098 pairs across 59 cell lines. The task is: Regression. Given two drug SMILES strings and cell line genomic features, predict the synergy score measuring deviation from expected non-interaction effect. (1) Drug 1: CC1=C2C(C(=O)C3(C(CC4C(C3C(C(C2(C)C)(CC1OC(=O)C(C(C5=CC=CC=C5)NC(=O)OC(C)(C)C)O)O)OC(=O)C6=CC=CC=C6)(CO4)OC(=O)C)O)C)O. Drug 2: COC1=C2C(=CC3=C1OC=C3)C=CC(=O)O2. Cell line: LOX IMVI. Synergy scores: CSS=2.30, Synergy_ZIP=-10.6, Synergy_Bliss=-24.0, Synergy_Loewe=-53.5, Synergy_HSA=-27.1. (2) Drug 1: C1=CC(=C2C(=C1NCCNCCO)C(=O)C3=C(C=CC(=C3C2=O)O)O)NCCNCCO. Drug 2: CN(C)C1=NC(=NC(=N1)N(C)C)N(C)C. Cell line: MALME-3M. Synergy scores: CSS=26.9, Synergy_ZIP=4.78, Synergy_Bliss=5.85, Synergy_Loewe=-28.4, Synergy_HSA=1.14.